Predict the reactants needed to synthesize the given product. From a dataset of Full USPTO retrosynthesis dataset with 1.9M reactions from patents (1976-2016). (1) Given the product [CH3:1][O:2][C:3](=[O:22])[C:4]1[CH:9]=[C:8]([CH:10]([O:13][CH:24]([CH3:29])[CH3:25])[CH2:11][CH3:12])[C:7]([C:14]([F:15])([F:16])[F:17])=[CH:6][C:5]=1[NH2:18], predict the reactants needed to synthesize it. The reactants are: [CH3:1][O:2][C:3](=[O:22])[C:4]1[CH:9]=[C:8]([CH:10]([OH:13])[CH2:11][CH3:12])[C:7]([C:14]([F:17])([F:16])[F:15])=[CH:6][C:5]=1[NH:18]C(=O)C.O.[C:24]1(C)[CH:29]=CC(S(O)(=O)=O)=C[CH:25]=1. (2) Given the product [C:23]([Si:20]([CH3:22])([CH3:21])[O:8][CH2:7][CH2:6][O:5][C:4]1[CH:9]=[CH:10][C:11]([N+:12]([O-:14])=[O:13])=[C:2]([CH3:1])[CH:3]=1)([CH3:26])([CH3:25])[CH3:24], predict the reactants needed to synthesize it. The reactants are: [CH3:1][C:2]1[CH:3]=[C:4]([CH:9]=[CH:10][C:11]=1[N+:12]([O-:14])=[O:13])[O:5][CH2:6][CH2:7][OH:8].N1C=CN=C1.[Si:20](Cl)([C:23]([CH3:26])([CH3:25])[CH3:24])([CH3:22])[CH3:21]. (3) Given the product [Br:13][C:12]([Br:14])=[CH:5][C:4]1[CH:7]=[CH:8][C:9]([O:10][CH3:11])=[C:2]([F:1])[CH:3]=1, predict the reactants needed to synthesize it. The reactants are: [F:1][C:2]1[CH:3]=[C:4]([CH:7]=[CH:8][C:9]=1[O:10][CH3:11])[CH:5]=O.[C:12](Br)(Br)([Br:14])[Br:13].C1(P(C2C=CC=CC=2)C2C=CC=CC=2)C=CC=CC=1. (4) The reactants are: [CH3:1][O:2][C:3]1[CH:10]=[CH:9][C:6]([CH:7]=O)=[CH:5][C:4]=1[C:11]1[CH:16]=[CH:15][CH:14]=[CH:13][CH:12]=1.[CH3:17][C:18]1[C:26]([Cl:27])=[CH:25][CH:24]=[C:23]2[C:19]=1[CH2:20][C:21](=[O:28])[NH:22]2. Given the product [Cl:27][C:26]1[C:18]([CH3:17])=[C:19]2[C:23](=[CH:24][CH:25]=1)[NH:22][C:21](=[O:28])[C:20]2=[CH:7][C:6]1[CH:5]=[C:4]([C:11]2[CH:16]=[CH:15][CH:14]=[CH:13][CH:12]=2)[C:3]([O:2][CH3:1])=[CH:10][CH:9]=1, predict the reactants needed to synthesize it. (5) The reactants are: [CH2:1]([O:3][C:4]([C:6]1[CH:16]=[N:15][C:9]2[O:10][CH2:11][C:12](=[O:14])[NH:13][C:8]=2[CH:7]=1)=[O:5])[CH3:2].[CH3:17]C([O-])(C)C.[K+].CI.O. Given the product [CH2:1]([O:3][C:4]([C:6]1[CH:16]=[N:15][C:9]2[O:10][CH2:11][C:12](=[O:14])[N:13]([CH3:17])[C:8]=2[CH:7]=1)=[O:5])[CH3:2], predict the reactants needed to synthesize it. (6) Given the product [O:1]1[C:5]2[CH:6]=[CH:7][C:8]([CH2:10][C:11](=[N:13][NH:14][C:15]3[S:17][CH:19]=[C:20]([C:22]4[CH:27]=[CH:26][C:25]([F:28])=[CH:24][CH:23]=4)[N:16]=3)[CH3:12])=[CH:9][C:4]=2[O:3][CH2:2]1, predict the reactants needed to synthesize it. The reactants are: [O:1]1[C:5]2[CH:6]=[CH:7][C:8]([CH2:10][C:11](=[N:13][NH:14][C:15](=[S:17])[NH2:16])[CH3:12])=[CH:9][C:4]=2[O:3][CH2:2]1.Br[CH2:19][C:20]([C:22]1[CH:27]=[CH:26][C:25]([F:28])=[CH:24][CH:23]=1)=O. (7) Given the product [CH3:1][O:2][C:3](=[O:27])[CH:4]([N:12]([CH2:33][C:32]1[CH:35]=[CH:36][C:29]([I:28])=[CH:30][CH:31]=1)[S:13]([C:16]1[C:21]([CH3:22])=[CH:20][C:19]([O:23][CH3:24])=[C:18]([CH3:25])[C:17]=1[CH3:26])(=[O:15])=[O:14])[CH2:5][C:6]1[CH:11]=[CH:10][CH:9]=[CH:8][CH:7]=1, predict the reactants needed to synthesize it. The reactants are: [CH3:1][O:2][C:3](=[O:27])[CH:4]([NH:12][S:13]([C:16]1[C:21]([CH3:22])=[CH:20][C:19]([O:23][CH3:24])=[C:18]([CH3:25])[C:17]=1[CH3:26])(=[O:15])=[O:14])[CH2:5][C:6]1[CH:11]=[CH:10][CH:9]=[CH:8][CH:7]=1.[I:28][C:29]1[CH:36]=[CH:35][C:32]([CH2:33]Br)=[CH:31][CH:30]=1.C(=O)([O-])[O-].[Cs+].[Cs+]. (8) Given the product [OH:31][C:25]([C:27]([F:30])([F:29])[F:28])=[O:26].[NH2:8][CH:9]([CH2:23][CH3:24])[C:10]([C:12]1[O:13][C:14]([C:17]2[CH:22]=[CH:21][N:20]=[CH:19][CH:18]=2)=[N:15][N:16]=1)=[O:11], predict the reactants needed to synthesize it. The reactants are: C([NH:8][CH:9]([CH2:23][CH3:24])[CH:10]([C:12]1[O:13][C:14]([C:17]2[CH:22]=[CH:21][N:20]=[CH:19][CH:18]=2)=[N:15][N:16]=1)[OH:11])(OC(C)(C)C)=O.[C:25]([OH:31])([C:27]([F:30])([F:29])[F:28])=[O:26].